From a dataset of Full USPTO retrosynthesis dataset with 1.9M reactions from patents (1976-2016). Predict the reactants needed to synthesize the given product. (1) Given the product [ClH:1].[ClH:1].[NH2:23]/[C:22](=[N:25]\[OH:26])/[C:20]1[CH:19]=[CH:18][C:16]2[CH:17]=[C:13]([C:11]([NH:10][C@@H:4]3[CH:5]4[CH2:6][CH2:7][N:2]([CH2:9][CH2:8]4)[CH2:3]3)=[O:12])[S:14][C:15]=2[CH:21]=1, predict the reactants needed to synthesize it. The reactants are: [ClH:1].[N:2]12[CH2:9][CH2:8][CH:5]([CH2:6][CH2:7]1)[C@@H:4]([NH:10][C:11]([C:13]1[S:14][C:15]3[CH:21]=[C:20]([C:22]#[N:23])[CH:19]=[CH:18][C:16]=3[CH:17]=1)=[O:12])[CH2:3]2.Cl.[NH2:25][OH:26].C(=O)([O-])[O-].[K+].[K+].O. (2) Given the product [CH3:1][C:2]1[CH:3]=[CH:4][CH:5]=[C:6]2[C:11]=1[N:10]=[C:9]([C:12]1[CH:17]=[CH:16][CH:15]=[CH:14][C:13]=1[CH3:18])[C:8]([CH:19]([OH:20])[CH3:21])=[CH:7]2, predict the reactants needed to synthesize it. The reactants are: [CH3:1][C:2]1[CH:3]=[CH:4][CH:5]=[C:6]2[C:11]=1[N:10]=[C:9]([C:12]1[CH:17]=[CH:16][CH:15]=[CH:14][C:13]=1[CH3:18])[C:8]([CH:19]=[O:20])=[CH:7]2.[CH3:21][Mg]Cl. (3) Given the product [NH2:18][C:11]1[C:10]2[C:15](=[CH:16][CH:17]=[C:8]([C:4]3[CH:3]=[C:2]([NH:1][C:20]([NH:19][CH:22]4[CH2:26][CH2:25][CH2:24][CH2:23]4)=[O:21])[CH:7]=[CH:6][CH:5]=3)[CH:9]=2)[N:14]=[CH:13][N:12]=1, predict the reactants needed to synthesize it. The reactants are: [NH2:1][C:2]1[CH:3]=[C:4]([C:8]2[CH:9]=[C:10]3[C:15](=[CH:16][CH:17]=2)[N:14]=[CH:13][N:12]=[C:11]3[NH2:18])[CH:5]=[CH:6][CH:7]=1.[N:19]([CH:22]1[CH2:26][CH2:25][CH2:24][CH2:23]1)=[C:20]=[O:21]. (4) Given the product [CH3:14][N:7]1[C:8]2[C:13](=[CH:12][CH:11]=[CH:10][CH:9]=2)[C:5]([CH2:4][C:3]([OH:15])=[O:2])=[CH:6]1, predict the reactants needed to synthesize it. The reactants are: C[O:2][C:3](=[O:15])[CH2:4][C:5]1[C:13]2[C:8](=[CH:9][CH:10]=[CH:11][CH:12]=2)[N:7]([CH3:14])[CH:6]=1.[OH-].[Na+].Cl.C(N1C2C(=CC=CC=2)C(CC(O)=O)=C1)C. (5) Given the product [CH:1]1([CH2:7][C@H:8]([N:12]2[CH2:16][C:15]([O:17][C:18]3[CH:23]=[CH:22][CH:21]=[C:20]([C:24]([F:26])([F:25])[F:27])[CH:19]=3)=[CH:14][C:13]2=[O:28])[C:9]([NH:69][C:66]2[CH:67]=[CH:68][N:64]([CH2:63][C:62]([OH:61])([CH3:92])[CH3:30])[N:65]=2)=[O:11])[CH2:2][CH2:3][CH2:4][CH2:5][CH2:6]1, predict the reactants needed to synthesize it. The reactants are: [CH:1]1([CH2:7][C@H:8]([N:12]2[CH2:16][C:15]([O:17][C:18]3[CH:23]=[CH:22][CH:21]=[C:20]([C:24]([F:27])([F:26])[F:25])[CH:19]=3)=[CH:14][C:13]2=[O:28])[C:9]([OH:11])=O)[CH2:6][CH2:5][CH2:4][CH2:3][CH2:2]1.Cl.[CH3:30]N(C)CCCN=C=NCC.C(N(CC)C(C)C)(C)C.ON1C2C=CC=CC=2N=N1.Cl.[OH:61][C@@H:62]([CH2:92]O)[CH2:63][N:64]1[CH:68]=[CH:67][C:66]([NH:69]C(=O)[C@@H](N2CC(OC3C=CC=C(Cl)C=3Cl)=CC2=O)CC(C)C)=[N:65]1. (6) Given the product [CH3:18][C:17]1([CH3:19])[C:13]([CH3:12])([CH3:27])[O:14][B:15]([C:20]2[CH:25]=[CH:24][C:23]([O:26][CH2:2][C:3]3[CH:8]=[CH:7][CH:6]=[CH:5][C:4]=3[N+:9]([O-:11])=[O:10])=[CH:22][CH:21]=2)[O:16]1, predict the reactants needed to synthesize it. The reactants are: Br[CH2:2][C:3]1[CH:8]=[CH:7][CH:6]=[CH:5][C:4]=1[N+:9]([O-:11])=[O:10].[CH3:12][C:13]1([CH3:27])[C:17]([CH3:19])([CH3:18])[O:16][B:15]([C:20]2[CH:25]=[CH:24][C:23]([OH:26])=[CH:22][CH:21]=2)[O:14]1. (7) The reactants are: [CH3:1][C:2]1[CH:7]=[CH:6][CH:5]=[CH:4][C:3]=1[NH:8][C:9]1[N:14]2[N:15]=[CH:16][C:17]([C:18](O)=[O:19])=[C:13]2[N:12]=[CH:11][C:10]=1[C:21]([N:23]1[CH2:28][CH2:27][C:26]2([C:32]3[CH:33]=[CH:34][CH:35]=[CH:36][C:31]=3[O:30][CH2:29]2)[CH2:25][CH2:24]1)=[O:22].[CH2:37]([S:39]([NH2:42])(=[O:41])=[O:40])[CH3:38]. Given the product [CH3:1][C:2]1[CH:7]=[CH:6][CH:5]=[CH:4][C:3]=1[NH:8][C:9]1[N:14]2[N:15]=[CH:16][C:17]([C:18]([NH:42][S:39]([CH2:37][CH3:38])(=[O:41])=[O:40])=[O:19])=[C:13]2[N:12]=[CH:11][C:10]=1[C:21]([N:23]1[CH2:28][CH2:27][C:26]2([C:36]3[CH:35]=[CH:34][CH:33]=[CH:32][C:31]=3[O:30][CH2:29]2)[CH2:25][CH2:24]1)=[O:22], predict the reactants needed to synthesize it.